This data is from Catalyst prediction with 721,799 reactions and 888 catalyst types from USPTO. The task is: Predict which catalyst facilitates the given reaction. (1) Reactant: Br[C:2]1[CH:3]=[C:4]([CH2:22][CH:23]([OH:25])[CH3:24])[C:5]2[O:14][C:13]3[CH2:12][CH2:11][N:10]([C:15]([O:17][C:18]([CH3:21])([CH3:20])[CH3:19])=[O:16])[CH2:9][C:8]=3[C:6]=2[CH:7]=1.[C:26]1([S:32]([O-:34])=[O:33])[CH:31]=[CH:30][CH:29]=[CH:28][CH:27]=1.[Na+].C(=O)([O-])[O-].[Cs+].[Cs+].CC1(C)C2C(=C(P(C3C=CC=CC=3)C3C=CC=CC=3)C=CC=2)OC2C(P(C3C=CC=CC=3)C3C=CC=CC=3)=CC=CC1=2. Product: [OH:25][CH:23]([CH3:24])[CH2:22][C:4]1[C:5]2[O:14][C:13]3[CH2:12][CH2:11][N:10]([C:15]([O:17][C:18]([CH3:21])([CH3:20])[CH3:19])=[O:16])[CH2:9][C:8]=3[C:6]=2[CH:7]=[C:2]([S:32]([C:26]2[CH:31]=[CH:30][CH:29]=[CH:28][CH:27]=2)(=[O:34])=[O:33])[CH:3]=1. The catalyst class is: 11. (2) Reactant: [CH2:1]([C:3]1([CH2:7][OH:8])[CH2:6][O:5][CH2:4]1)[CH3:2].C(N(CC)CC)C.[CH3:16][S:17](Cl)(=[O:19])=[O:18].C(=O)([O-])O.[Na+]. Product: [CH2:1]([C:3]1([CH2:7][O:8][S:17]([CH3:16])(=[O:19])=[O:18])[CH2:6][O:5][CH2:4]1)[CH3:2]. The catalyst class is: 11.